From a dataset of Full USPTO retrosynthesis dataset with 1.9M reactions from patents (1976-2016). Predict the reactants needed to synthesize the given product. (1) Given the product [Cl:1][C:2]1[C:7]([N:16]2[CH2:19][CH:18]([C:20]([OH:22])=[O:21])[CH2:17]2)=[N:6][CH:5]=[C:4]([C:9]2[O:10][C:11]([CH2:14][CH3:15])=[CH:12][N:13]=2)[CH:3]=1, predict the reactants needed to synthesize it. The reactants are: [Cl:1][C:2]1[CH:3]=[C:4]([C:9]2[O:10][C:11]([CH2:14][CH3:15])=[CH:12][N:13]=2)[CH:5]=[N:6][C:7]=1Cl.[NH:16]1[CH2:19][CH:18]([C:20]([OH:22])=[O:21])[CH2:17]1.CCN(C(C)C)C(C)C. (2) Given the product [CH3:5][C:3]1[C:2]2[CH:1]=[CH:2][C:3]([OH:14])=[CH:5][C:1]=2[O:13][C:9](=[O:11])[CH:8]=1, predict the reactants needed to synthesize it. The reactants are: [C:1]([O-:13])(=O)[CH2:2][C:3]([CH2:8][C:9]([O-:11])=O)([C:5]([O-])=O)O.[OH2:14]. (3) Given the product [CH3:1][N:2]([C@@H:3]1[CH2:7][CH2:6][N:5]([C:8]([O:10][C:11]([CH3:14])([CH3:13])[CH3:12])=[O:9])[CH2:4]1)[S:18]([CH:15]1[CH2:17][CH2:16]1)(=[O:20])=[O:19], predict the reactants needed to synthesize it. The reactants are: [CH3:1][NH:2][C@@H:3]1[CH2:7][CH2:6][N:5]([C:8]([O:10][C:11]([CH3:14])([CH3:13])[CH3:12])=[O:9])[CH2:4]1.[CH:15]1([S:18](Cl)(=[O:20])=[O:19])[CH2:17][CH2:16]1.CCN(C(C)C)C(C)C.O. (4) Given the product [CH2:1]=[CH:2][C:3]1[CH:8]=[CH:7][CH:6]=[CH:5][CH:4]=1.[CH:1]([C:16]1[CH:17]=[CH:12][N:13]=[CH:14][CH:15]=1)=[CH2:2], predict the reactants needed to synthesize it. The reactants are: [CH2:1]=[CH:2][C:3]1[CH:8]=[CH:7][C:6](O)=[CH:5][CH:4]=1.C([C:12]1[CH:17]=[CH:16][CH:15]=[CH:14][N:13]=1)=C. (5) Given the product [CH3:1][C:2]1[CH:3]=[C:4]2[C:8](=[CH:9][CH:10]=1)[N:7](/[CH:18]=[CH:17]\[C:19]1[CH:24]=[N:23][C:22]([CH3:25])=[CH:21][CH:20]=1)[C:6]1[CH2:11][C@@H:12]3[NH:16][C@H:15]([C:5]2=1)[CH2:14][CH2:13]3, predict the reactants needed to synthesize it. The reactants are: [CH3:1][C:2]1[CH:3]=[C:4]2[C:8](=[CH:9][CH:10]=1)[NH:7][C:6]1[CH2:11][CH:12]3[NH:16][CH:15]([C:5]2=1)[CH2:14][CH2:13]3.[C:17]([C:19]1[CH:20]=[CH:21][C:22]([CH3:25])=[N:23][CH:24]=1)#[CH:18]. (6) Given the product [CH3:1][O:2][C:3](=[O:31])[C@H:4]([CH2:13][C:14]1[CH:19]=[CH:18][C:17]([O:20][CH2:21][C:22]2[C:23]([Cl:29])=[CH:24][CH:25]=[CH:26][C:27]=2[Cl:28])=[C:16]([O:30][CH3:32])[CH:15]=1)[NH:5][C:6]([O:8][C:9]([CH3:12])([CH3:10])[CH3:11])=[O:7], predict the reactants needed to synthesize it. The reactants are: [CH3:1][O:2][C:3](=[O:31])[C@H:4]([CH2:13][C:14]1[CH:19]=[CH:18][C:17]([O:20][CH2:21][C:22]2[C:27]([Cl:28])=[CH:26][CH:25]=[CH:24][C:23]=2[Cl:29])=[C:16]([OH:30])[CH:15]=1)[NH:5][C:6]([O:8][C:9]([CH3:12])([CH3:11])[CH3:10])=[O:7].[C:32]([O-])([O-])=O.[K+].[K+].CI. (7) Given the product [ClH:19].[CH3:22][N:23]1[CH2:28][CH2:27][N:26]([CH:29]2[CH2:34][CH2:33][CH2:32][N:31]([C:13]([C:11]3[S:12][C:8]([C:5]4[C:4]([CH3:16])=[C:3]([C:2]([F:1])([F:18])[F:17])[O:7][N:6]=4)=[CH:9][CH:10]=3)=[O:15])[CH2:30]2)[CH2:25][CH2:24]1, predict the reactants needed to synthesize it. The reactants are: [F:1][C:2]([F:18])([F:17])[C:3]1[O:7][N:6]=[C:5]([C:8]2[S:12][C:11]([C:13]([OH:15])=O)=[CH:10][CH:9]=2)[C:4]=1[CH3:16].[ClH:19].Cl.Cl.[CH3:22][N:23]1[CH2:28][CH2:27][N:26]([CH:29]2[CH2:34][CH2:33][CH2:32][NH:31][CH2:30]2)[CH2:25][CH2:24]1.N1CCCCC1.